This data is from Serine/threonine kinase 33 screen with 319,792 compounds. The task is: Binary Classification. Given a drug SMILES string, predict its activity (active/inactive) in a high-throughput screening assay against a specified biological target. (1) The drug is S\1C(NCc2ccccc2)=NC(=O)C1=C\c1ccc(O)cc1. The result is 1 (active). (2) The molecule is O=C(Nc1ccc(cc1)c1occc1)C1CN(CCC1)Cc1n(c(nc1)C)C. The result is 0 (inactive). (3) The compound is S(=O)(=O)(N1CCC(CC1)C(=O)N)c1c(OC)ccc(F)c1. The result is 0 (inactive).